This data is from Full USPTO retrosynthesis dataset with 1.9M reactions from patents (1976-2016). The task is: Predict the reactants needed to synthesize the given product. (1) Given the product [C:13]([O:12][C:10]([N:7]1[CH2:6][CH2:5][C:4]2([CH2:3][N:2]([C:18]3[CH:19]=[CH:20][C:21]([C:24]#[N:25])=[CH:22][N:23]=3)[CH2:1]2)[CH2:9][CH2:8]1)=[O:11])([CH3:16])([CH3:15])[CH3:14], predict the reactants needed to synthesize it. The reactants are: [CH2:1]1[C:4]2([CH2:9][CH2:8][N:7]([C:10]([O:12][C:13]([CH3:16])([CH3:15])[CH3:14])=[O:11])[CH2:6][CH2:5]2)[CH2:3][NH:2]1.Br[C:18]1[N:23]=[CH:22][C:21]([C:24]#[N:25])=[CH:20][CH:19]=1.[O-]P([O-])([O-])=O.[K+].[K+].[K+].CC(C1C=C(C(C)C)C(C2C=CC=CC=2P(C2CCCCC2)C2CCCCC2)=C(C(C)C)C=1)C. (2) Given the product [Cl:1][C:2]1[CH:7]=[CH:6][C:5]([C:8]2([NH:11][C:12]3[N:17]=[C:16]([O:18][CH2:19][C:20]([F:22])([F:23])[F:21])[N:15]=[C:14]([NH:24][C:25]4[CH:26]=[CH:27][C:28]([C:29]([NH:31][C@@H:32]([CH2:37][NH:38][C:39]5[C:42](=[O:43])[C:41](=[O:44])[C:40]=5[O:45][CH2:46][CH3:47])[C:33]([OH:35])=[O:34])=[O:30])=[CH:48][CH:49]=4)[N:13]=3)[CH2:10][CH2:9]2)=[CH:4][CH:3]=1, predict the reactants needed to synthesize it. The reactants are: [Cl:1][C:2]1[CH:7]=[CH:6][C:5]([C:8]2([NH:11][C:12]3[N:17]=[C:16]([O:18][CH2:19][C:20]([F:23])([F:22])[F:21])[N:15]=[C:14]([NH:24][C:25]4[CH:49]=[CH:48][C:28]([C:29]([NH:31][C@@H:32]([CH2:37][NH:38][C:39]5[C:42](=[O:43])[C:41](=[O:44])[C:40]=5[O:45][CH2:46][CH3:47])[C:33]([O:35]C)=[O:34])=[O:30])=[CH:27][CH:26]=4)[N:13]=3)[CH2:10][CH2:9]2)=[CH:4][CH:3]=1.C([O-])([O-])=O.[K+].[K+]. (3) Given the product [Cl:1][C:2]1[CH:10]=[CH:9][C:8]([S:11]([CH2:14][CH3:16])(=[O:13])=[O:12])=[CH:7][C:3]=1[C:4]([OH:6])=[O:5], predict the reactants needed to synthesize it. The reactants are: [Cl:1][C:2]1[CH:10]=[CH:9][C:8]([S:11]([CH3:14])(=[O:13])=[O:12])=[CH:7][C:3]=1[C:4]([OH:6])=[O:5].Cl[C:16]1C=CC(S(O)=O)=CC=1C(O)=O.C(I)C. (4) Given the product [F:1][C:2]1[CH:3]=[CH:4][C:5]([CH2:6][N:7]2[CH:11]=[C:10]([NH:12][C:13]([N:35]3[CH2:36][CH2:37][CH:33]([S:30]([C:24]4[CH:25]=[CH:26][CH:27]=[CH:28][CH:29]=4)(=[O:32])=[O:31])[CH2:34]3)=[O:21])[CH:9]=[N:8]2)=[CH:22][CH:23]=1, predict the reactants needed to synthesize it. The reactants are: [F:1][C:2]1[CH:23]=[CH:22][C:5]([CH2:6][N:7]2[CH:11]=[C:10]([NH:12][C:13](=[O:21])OC3C=CC=CC=3)[CH:9]=[N:8]2)=[CH:4][CH:3]=1.[C:24]1([S:30]([CH:33]2[CH2:37][CH2:36][NH:35][CH2:34]2)(=[O:32])=[O:31])[CH:29]=[CH:28][CH:27]=[CH:26][CH:25]=1.C(N(CC)CC)C.